This data is from Reaction yield outcomes from USPTO patents with 853,638 reactions. The task is: Predict the reaction yield, written as a fraction of the theoretical maximum amount of product (1.0 means a 100% yield; for example, 0.34 means a 34% yield). (1) The reactants are C1(C)C(S([N:10]2[CH:14]=[CH:13][CH:12]=[C:11]2[C:15](=[O:30])[C:16]2[CH:21]=[CH:20][C:19]([CH2:22][NH:23]C(=O)C(F)(F)F)=[CH:18][CH:17]=2)(=O)=O)=CC=CC=1.[OH-].[K+]. The catalyst is CCO. The product is [NH2:23][CH2:22][C:19]1[CH:18]=[CH:17][C:16]([C:15]([C:11]2[NH:10][CH:14]=[CH:13][CH:12]=2)=[O:30])=[CH:21][CH:20]=1. The yield is 0.860. (2) The reactants are P(Cl)(Cl)([Cl:3])=O.[Br:6][C:7]1[CH:8]=[N:9][CH:10]=[C:11]([O:13][CH2:14][CH3:15])[CH:12]=1. The catalyst is C(Cl)Cl.[Cl-].[Na+].O. The product is [Br:6][C:7]1[CH:12]=[C:11]([O:13][CH2:14][CH3:15])[C:10]([Cl:3])=[N:9][CH:8]=1. The yield is 0.856. (3) The reactants are C([O:4][CH2:5][C:6]1[C:11]([C:12]2[CH:17]=[C:16]([NH:18][C:19]3[CH:24]=[CH:23][C:22]([CH:25]4[CH2:30][CH2:29][N:28]([CH:31]([CH3:33])[CH3:32])[CH2:27][CH2:26]4)=[CH:21][N:20]=3)[C:15](=[O:34])[N:14]([CH3:35])[N:13]=2)=[CH:10][CH:9]=[CH:8][C:7]=1[N:36]1[N:45]=[CH:44][C:43]2[C:38](=[C:39]([F:50])[CH:40]=[C:41]([C:46]([CH3:49])([CH3:48])[CH3:47])[CH:42]=2)[C:37]1=[O:51])(=O)C.[OH-].[Na+]. The yield is 0.870. The catalyst is C1COCC1.C([O-])(O)=O.[Na+].C(Cl)Cl. The product is [C:46]([C:41]1[CH:42]=[C:43]2[C:38](=[C:39]([F:50])[CH:40]=1)[C:37](=[O:51])[N:36]([C:7]1[CH:8]=[CH:9][CH:10]=[C:11]([C:12]3[CH:17]=[C:16]([NH:18][C:19]4[N:20]=[CH:21][C:22]([CH:25]5[CH2:30][CH2:29][N:28]([CH:31]([CH3:32])[CH3:33])[CH2:27][CH2:26]5)=[CH:23][CH:24]=4)[C:15](=[O:34])[N:14]([CH3:35])[N:13]=3)[C:6]=1[CH2:5][OH:4])[N:45]=[CH:44]2)([CH3:48])([CH3:49])[CH3:47]. (4) The reactants are [C:1]([O:5][C:6]([N:8](C1CCCCC1)CC(O)=O)=[O:7])([CH3:4])([CH3:3])[CH3:2].B.[CH2:20]1[CH2:24][O:23][CH2:22][CH2:21]1. No catalyst specified. The product is [CH:20]1([CH:21]([NH:8][C:6](=[O:7])[O:5][C:1]([CH3:2])([CH3:4])[CH3:3])[CH2:22][OH:23])[CH2:24][CH2:22][CH2:21][CH2:20][CH2:24]1. The yield is 0.667. (5) The reactants are [NH2:1][C:2]1[C:3]([C:13]2[CH:21]=[CH:20][C:16]([C:17]([OH:19])=O)=[C:15]([F:22])[CH:14]=2)=[N:4][C:5]([C:8]([O:10][CH2:11][CH3:12])=[O:9])=[CH:6][N:7]=1.[NH2:23][C@@H:24]([C:27]1[CH:32]=[C:31]([F:33])[CH:30]=[C:29]([Br:34])[CH:28]=1)[CH2:25][OH:26].C1C=NC2N(O)N=NC=2C=1.C(Cl)CCl.CCN(C(C)C)C(C)C. The catalyst is CN(C=O)C.CCOC(C)=O. The product is [NH2:1][C:2]1[N:7]=[CH:6][C:5]([C:8]([O:10][CH2:11][CH3:12])=[O:9])=[N:4][C:3]=1[C:13]1[CH:21]=[CH:20][C:16]([C:17](=[O:19])[NH:23][C@@H:24]([C:27]2[CH:32]=[C:31]([F:33])[CH:30]=[C:29]([Br:34])[CH:28]=2)[CH2:25][OH:26])=[C:15]([F:22])[CH:14]=1. The yield is 0.840. (6) The reactants are [NH2:1][C:2]1[N:7]=[CH:6][C:5]([C:8]2[CH:13]=[CH:12][C:11]([S:14]([NH:17][CH:18]3[CH2:20][CH2:19]3)(=[O:16])=[O:15])=[CH:10][CH:9]=2)=[CH:4][C:3]=1Br.[C:22]([C:25]1[CH:26]=[CH:27][C:28](B(O)O)=[N:29][CH:30]=1)(=[O:24])[NH2:23]. No catalyst specified. The product is [NH2:1][C:2]1[C:3]([C:28]2[CH:27]=[CH:26][C:25]([C:22]([NH2:23])=[O:24])=[CH:30][N:29]=2)=[CH:4][C:5]([C:8]2[CH:13]=[CH:12][C:11]([S:14](=[O:16])(=[O:15])[NH:17][CH:18]3[CH2:20][CH2:19]3)=[CH:10][CH:9]=2)=[CH:6][N:7]=1. The yield is 0.280. (7) The reactants are Cl[C:2](OC(Cl)(Cl)Cl)=[O:3].[NH2:9][C:10]1[CH:18]=[CH:17][C:16]([CH3:19])=[CH:15][C:11]=1[C:12]([OH:14])=[O:13]. The catalyst is O1CCOCC1. The product is [CH3:19][C:16]1[CH:17]=[CH:18][C:10]2[NH:9][C:2](=[O:3])[O:13][C:12](=[O:14])[C:11]=2[CH:15]=1. The yield is 0.940.